This data is from Peptide-MHC class II binding affinity with 134,281 pairs from IEDB. The task is: Regression. Given a peptide amino acid sequence and an MHC pseudo amino acid sequence, predict their binding affinity value. This is MHC class II binding data. (1) The peptide sequence is YDKFLANVSTVLTIK. The MHC is DRB1_0404 with pseudo-sequence DRB1_0404. The binding affinity (normalized) is 0.767. (2) The peptide sequence is LITPAEKVVYKLLRF. The MHC is DRB1_0701 with pseudo-sequence DRB1_0701. The binding affinity (normalized) is 0.435. (3) The peptide sequence is KGKSAWYVDTEIINE. The MHC is H-2-IAb with pseudo-sequence H-2-IAb. The binding affinity (normalized) is 0.213. (4) The peptide sequence is KTLGVNMVRRGVRSL. The MHC is DRB1_1101 with pseudo-sequence DRB1_1101. The binding affinity (normalized) is 0.787.